Dataset: Full USPTO retrosynthesis dataset with 1.9M reactions from patents (1976-2016). Task: Predict the reactants needed to synthesize the given product. (1) Given the product [CH:25]1([C:21]2[CH:20]=[C:19]([C:8]3([C:4]4[CH:5]=[CH:6][CH:7]=[C:2]([C:32]5[CH:33]=[N:28][CH:29]=[N:30][CH:31]=5)[CH:3]=4)[C:16]4[C:11](=[C:12]([F:17])[CH:13]=[CH:14][CH:15]=4)[C:10]([NH2:18])=[N:9]3)[CH:24]=[CH:23][N:22]=2)[CH2:27][CH2:26]1, predict the reactants needed to synthesize it. The reactants are: Br[C:2]1[CH:3]=[C:4]([C:8]2([C:19]3[CH:24]=[CH:23][N:22]=[C:21]([CH:25]4[CH2:27][CH2:26]4)[CH:20]=3)[C:16]3[C:11](=[C:12]([F:17])[CH:13]=[CH:14][CH:15]=3)[C:10]([NH2:18])=[N:9]2)[CH:5]=[CH:6][CH:7]=1.[N:28]1[CH:33]=[C:32](B(O)O)[CH:31]=[N:30][CH:29]=1.C(=O)([O-])[O-].[Cs+].[Cs+]. (2) Given the product [Cl:1][C:2]1[CH:3]=[C:4]([C:8]2[CH:9]=[C:10]([OH:21])[C:11]([C:14]([NH:16][CH2:17][C:18]([N:25]([CH3:26])[CH3:22])=[O:20])=[O:15])=[N:12][CH:13]=2)[CH:5]=[CH:6][CH:7]=1, predict the reactants needed to synthesize it. The reactants are: [Cl:1][C:2]1[CH:3]=[C:4]([C:8]2[CH:9]=[C:10]([OH:21])[C:11]([C:14]([NH:16][CH2:17][C:18]([OH:20])=O)=[O:15])=[N:12][CH:13]=2)[CH:5]=[CH:6][CH:7]=1.[CH:22]([N:25](C(C)C)[CH2:26]C)(C)C.CN(C)CCCN=C=NCC.CNC. (3) The reactants are: [CH:1]1([NH:4][C:5]([NH:7][C:8]2[CH:13]=[CH:12][C:11]([O:14][C:15]3[CH:20]=[CH:19][N:18]=[C:17]4[CH:21]=[C:22]([C:24]5[CH:29]=[CH:28][C:27]([CH:30]=O)=[CH:26][N:25]=5)[S:23][C:16]=34)=[C:10]([F:32])[CH:9]=2)=[O:6])[CH2:3][CH2:2]1.[CH3:33][O:34][CH2:35][CH2:36][O:37][CH2:38][CH2:39][O:40][CH2:41][CH2:42][O:43][CH2:44][CH2:45][NH2:46].C(O)(=O)C.C(O[BH-](OC(=O)C)OC(=O)C)(=O)C.[Na+]. Given the product [CH2:30]([C:27]1[CH:28]=[CH:29][C:24]([C:22]2[S:23][C:16]3[C:17](=[N:18][CH:19]=[CH:20][C:15]=3[O:14][C:11]3[CH:12]=[CH:13][C:8]([NH:7][C:5]([NH:4][CH:1]4[CH2:2][CH2:3]4)=[O:6])=[CH:9][C:10]=3[F:32])[CH:21]=2)=[N:25][CH:26]=1)[NH:46][CH2:45][CH2:44][O:43][CH2:42][CH2:41][O:40][CH2:39][CH2:38][O:37][CH2:36][CH2:35][O:34][CH3:33], predict the reactants needed to synthesize it.